This data is from Catalyst prediction with 721,799 reactions and 888 catalyst types from USPTO. The task is: Predict which catalyst facilitates the given reaction. (1) Reactant: [N+:1]([O:4][CH2:5][CH2:6][CH2:7][CH2:8][O:9]C(=O)C)([O-:3])=[O:2]. Product: [N+:1]([O:4][CH2:5][CH2:6][CH2:7][CH2:8][OH:9])([O-:3])=[O:2]. The catalyst class is: 2. (2) Reactant: C([O:3][C:4](=[O:14])[C:5]1[C:10]([CH3:11])=[CH:9][CH:8]=[CH:7][C:6]=1[O:12][CH3:13])C.[OH-].[Na+]. Product: [CH3:13][O:12][C:6]1[CH:7]=[CH:8][CH:9]=[C:10]([CH3:11])[C:5]=1[C:4]([OH:14])=[O:3]. The catalyst class is: 88. (3) Reactant: [C:1]([O:5][C:6]([NH:8][CH2:9][CH2:10][CH2:11][CH2:12][C:13]1[CH:18]=[CH:17][C:16]([S:19]C(=O)N(C)C)=[CH:15][CH:14]=1)=[O:7])([CH3:4])([CH3:3])[CH3:2].[OH-].[K+]. Product: [C:1]([O:5][C:6](=[O:7])[NH:8][CH2:9][CH2:10][CH2:11][CH2:12][C:13]1[CH:14]=[CH:15][C:16]([SH:19])=[CH:17][CH:18]=1)([CH3:4])([CH3:2])[CH3:3]. The catalyst class is: 24. (4) Reactant: [N+:1]([C:4]1[CH:8]=[CH:7][NH:6][N:5]=1)([O-:3])=[O:2].[H-].[Na+].[CH3:11][O:12][C:13](=[O:25])[C:14]1[CH:19]=[CH:18][C:17]([CH:20](Br)[CH2:21][CH2:22][CH3:23])=[CH:16][CH:15]=1. Product: [CH3:11][O:12][C:13](=[O:25])[C:14]1[CH:19]=[CH:18][C:17]([CH:20]([N:6]2[CH:7]=[CH:8][C:4]([N+:1]([O-:3])=[O:2])=[N:5]2)[CH2:21][CH2:22][CH3:23])=[CH:16][CH:15]=1. The catalyst class is: 9. (5) Reactant: [NH2:1][C:2]1[C:3]2[N:4]([C:8]([C@@H:24]3[CH2:27][C@H:26]([CH2:28]OS(C4C=CC(C)=CC=4)(=O)=O)[CH2:25]3)=[N:9][C:10]=2[C:11]2[CH:16]=[CH:15][C:14]([O:17][C:18]3[CH:23]=[CH:22][CH:21]=[CH:20][CH:19]=3)=[CH:13][CH:12]=2)[CH:5]=[CH:6][N:7]=1.[H-].[H-].[H-].[H-].[Li+].[Al+3]. Product: [CH3:28][C@@H:26]1[CH2:27][C@H:24]([C:8]2[N:4]3[CH:5]=[CH:6][N:7]=[C:2]([NH2:1])[C:3]3=[C:10]([C:11]3[CH:16]=[CH:15][C:14]([O:17][C:18]4[CH:23]=[CH:22][CH:21]=[CH:20][CH:19]=4)=[CH:13][CH:12]=3)[N:9]=2)[CH2:25]1. The catalyst class is: 598. (6) Reactant: [C:1]([C:4]1[CH:5]=[C:6]([Cl:21])[C:7]([CH3:20])=[C:8]([C:18]#[N:19])[C:9]=1[C:10]1[CH:15]=[C:14]([F:16])[CH:13]=[C:12]([F:17])[CH:11]=1)(=[O:3])[CH3:2].[OH-:22].[K+].Cl. Product: [C:1]([C:4]1[CH:5]=[C:6]([Cl:21])[C:7]([CH3:20])=[C:8]([C:18]([NH2:19])=[O:22])[C:9]=1[C:10]1[CH:11]=[C:12]([F:17])[CH:13]=[C:14]([F:16])[CH:15]=1)(=[O:3])[CH3:2]. The catalyst class is: 8. (7) Reactant: [OH:1][C:2]1[CH:3]=[C:4]([CH:7]=[CH:8][CH:9]=1)[CH:5]=[O:6].C(=O)([O-])[O-].[K+].[K+].Br[CH:17]([CH2:23][CH3:24])[C:18]([O:20][CH2:21][CH3:22])=[O:19].C(OCC)(=O)C. Product: [CH:5]([C:4]1[CH:3]=[C:2]([CH:9]=[CH:8][CH:7]=1)[O:1][CH:17]([CH2:23][CH3:24])[C:18]([O:20][CH2:21][CH3:22])=[O:19])=[O:6]. The catalyst class is: 9. (8) Reactant: [N+:1]([C:4]1[CH:12]=[C:11]2[C:7]([C:8]([C:13]([OH:15])=O)=[CH:9][NH:10]2)=[CH:6][CH:5]=1)([O-:3])=[O:2].C(C1NC=CN=1)([C:18]1[NH:19]C=CN=1)=O.CN.Cl. Product: [CH3:18][NH:19][C:13]([C:8]1[C:7]2[C:11](=[CH:12][C:4]([N+:1]([O-:3])=[O:2])=[CH:5][CH:6]=2)[NH:10][CH:9]=1)=[O:15]. The catalyst class is: 7. (9) Reactant: [Cl:1][C:2]1[C:3]([N:8]2[C:12]([C:13](Cl)=[O:14])=[CH:11][C:10]([C:16]([F:19])([F:18])[F:17])=[N:9]2)=[N:4][CH:5]=[CH:6][CH:7]=1.[NH2:20][C:21]1[C:29]([CH3:30])=[CH:28][CH:27]=[CH:26][C:22]=1[C:23](O)=[O:24].C(N(CC)CC)C.CS(Cl)(=O)=O. Product: [Cl:1][C:2]1[C:3]([N:8]2[C:12]([C:13]3[O:14][C:23](=[O:24])[C:22]4[CH:26]=[CH:27][CH:28]=[C:29]([CH3:30])[C:21]=4[N:20]=3)=[CH:11][C:10]([C:16]([F:19])([F:18])[F:17])=[N:9]2)=[N:4][CH:5]=[CH:6][CH:7]=1. The catalyst class is: 47.